From a dataset of Forward reaction prediction with 1.9M reactions from USPTO patents (1976-2016). Predict the product of the given reaction. Given the reactants [CH3:1][C:2]1[NH:3][C:4]2[C:9]([CH:10]=1)=[CH:8][CH:7]=[CH:6][CH:5]=2.[CH2:11]([O:18][C:19]1[CH:24]=[CH:23][C:22](I)=[CH:21][CH:20]=1)[C:12]1[CH:17]=[CH:16][CH:15]=[CH:14][CH:13]=1.C(=O)([O-])[O-].[K+].[K+], predict the reaction product. The product is: [CH2:11]([O:18][C:19]1[CH:24]=[CH:23][C:22]([N:3]2[C:4]3[C:9](=[CH:8][CH:7]=[CH:6][CH:5]=3)[CH:10]=[C:2]2[CH3:1])=[CH:21][CH:20]=1)[C:12]1[CH:17]=[CH:16][CH:15]=[CH:14][CH:13]=1.